Dataset: Forward reaction prediction with 1.9M reactions from USPTO patents (1976-2016). Task: Predict the product of the given reaction. (1) Given the reactants [C:1]1([N:7]2[C:11]([NH:12][C:13](=[O:21])OC3C=CC=CC=3)=[CH:10][C:9]([C:22]([F:25])([F:24])[F:23])=[N:8]2)[CH:6]=[CH:5][CH:4]=[CH:3][CH:2]=1.[CH3:26][O:27][C:28]1[CH:29]=[C:30]2[C:35](=[CH:36][C:37]=1[O:38][CH3:39])[N:34]=[CH:33][N:32]=[C:31]2[O:40][C:41]1[CH:42]=[C:43]([CH:45]=[CH:46][CH:47]=1)[NH2:44].C(N(CC)C(C)C)(C)C, predict the reaction product. The product is: [CH3:26][O:27][C:28]1[CH:29]=[C:30]2[C:35](=[CH:36][C:37]=1[O:38][CH3:39])[N:34]=[CH:33][N:32]=[C:31]2[O:40][C:41]1[CH:42]=[C:43]([NH:44][C:13]([NH:12][C:11]2[N:7]([C:1]3[CH:2]=[CH:3][CH:4]=[CH:5][CH:6]=3)[N:8]=[C:9]([C:22]([F:23])([F:24])[F:25])[CH:10]=2)=[O:21])[CH:45]=[CH:46][CH:47]=1. (2) Given the reactants [OH-].[K+].[Cl:3][C:4]1[CH:5]=[C:6]([C:14]2[O:18][N:17]=[C:16]([C:19]3[CH:20]=[CH:21][CH:22]=[C:23]4[C:27]=3[NH:26][CH:25]=[C:24]4[CH2:28][CH2:29][C:30]([OH:32])=[O:31])[N:15]=2)[CH:7]=[CH:8][C:9]=1[O:10][CH:11]([CH3:13])[CH3:12].Br[CH2:34][CH3:35].[C:36](OCC)(=O)[CH3:37], predict the reaction product. The product is: [Cl:3][C:4]1[CH:5]=[C:6]([C:14]2[O:18][N:17]=[C:16]([C:19]3[CH:20]=[CH:21][CH:22]=[C:23]4[C:27]=3[N:26]([CH2:36][CH3:37])[CH:25]=[C:24]4[CH2:28][CH2:29][C:30]([O:32][CH2:34][CH3:35])=[O:31])[N:15]=2)[CH:7]=[CH:8][C:9]=1[O:10][CH:11]([CH3:12])[CH3:13]. (3) Given the reactants [Br:1][C:2]1[CH:3]=[C:4]2[C:12](=[C:13]([C:15](=[O:17])[NH2:16])[CH:14]=1)[N:11]([CH2:18][CH:19]1[CH2:21][CH2:20]1)[C:10]1[CH:9]=[C:8]([C:22]([O:24]CC)=[O:23])[CH:7]=[CH:6][C:5]2=1.CO.[OH-].[Na+], predict the reaction product. The product is: [Br:1][C:2]1[CH:3]=[C:4]2[C:12](=[C:13]([C:15](=[O:17])[NH2:16])[CH:14]=1)[N:11]([CH2:18][CH:19]1[CH2:21][CH2:20]1)[C:10]1[CH:9]=[C:8]([C:22]([OH:24])=[O:23])[CH:7]=[CH:6][C:5]2=1. (4) Given the reactants C(O)(C(F)(F)F)=O.O.[NH2:9][C:10]1[N:18]=[CH:17][N:16]=[C:15]2[C:11]=1[N:12]=[CH:13][N:14]2[C@H:19]1[C@@H:23]2[O:24]C(C)(C)[O:26][C@@H:22]2[C@@H:21]([CH2:29][NH:30][C:31](=[O:61])[CH2:32][CH2:33][CH2:34][CH2:35][CH2:36][NH:37][C:38](=[O:60])[CH2:39][CH2:40][CH2:41][CH2:42][CH2:43][NH:44][C:45](=[O:59])[CH2:46][CH2:47][CH2:48][CH2:49][C@H:50]2[C@@H:57]3[C@@H:53]([NH:54][C:55](=[O:58])[NH:56]3)[CH2:52][S:51]2)[O:20]1, predict the reaction product. The product is: [NH2:9][C:10]1[N:18]=[CH:17][N:16]=[C:15]2[C:11]=1[N:12]=[CH:13][N:14]2[C@@H:19]1[O:20][C@H:21]([CH2:29][NH:30][C:31](=[O:61])[CH2:32][CH2:33][CH2:34][CH2:35][CH2:36][NH:37][C:38](=[O:60])[CH2:39][CH2:40][CH2:41][CH2:42][CH2:43][NH:44][C:45](=[O:59])[CH2:46][CH2:47][CH2:48][CH2:49][C@H:50]2[C@@H:57]3[C@@H:53]([NH:54][C:55](=[O:58])[NH:56]3)[CH2:52][S:51]2)[C@@H:22]([OH:26])[C@H:23]1[OH:24]. (5) Given the reactants [Cl:1][C:2]1[CH:7]=[C:6]2[NH:8][C:9](=[O:43])[C@:10]3([C@@H:14]([C:15]4[CH:20]=[CH:19][CH:18]=[C:17]([Cl:21])[C:16]=4[F:22])[C@H:13]([C:23](=[O:33])[NH:24][C:25]4[CH:30]=[CH:29][C:28]([C:31]#[N:32])=[CH:27][CH:26]=4)[NH:12][C@H:11]3[CH2:34][C:35]([CH3:42])([CH3:41])[CH2:36][O:37]C(=O)C)[C:5]2=[CH:4][CH:3]=1.[OH-].[Na+].CO, predict the reaction product. The product is: [C:31]([C:28]1[CH:27]=[CH:26][C:25]([NH:24][C:23]([CH:13]2[NH:12][CH:11]([CH2:34][C:35]([CH3:42])([CH3:41])[CH2:36][OH:37])[C:10]3([C:5]4[C:6](=[CH:7][C:2]([Cl:1])=[CH:3][CH:4]=4)[NH:8][C:9]3=[O:43])[CH:14]2[C:15]2[CH:20]=[CH:19][CH:18]=[C:17]([Cl:21])[C:16]=2[F:22])=[O:33])=[CH:30][CH:29]=1)#[N:32]. (6) Given the reactants [S:1]1[CH:5]=[CH:4][CH:3]=[C:2]1[CH:6]=O.[CH3:8][O:9][CH2:10][CH2:11][NH2:12].[C:13]1(=[O:24])[O:19][C:17](=O)[C:16]2=[CH:20][CH:21]=[CH:22][CH:23]=[C:15]2[CH2:14]1.[F:25][C:26]([F:35])([F:34])[C:27]1[CH:28]=[C:29]([CH:31]=[CH:32][CH:33]=1)[NH2:30], predict the reaction product. The product is: [CH3:8][O:9][CH2:10][CH2:11][N:12]1[CH:6]([C:2]2[S:1][CH:5]=[CH:4][CH:3]=2)[CH:14]([C:13]([NH:30][C:29]2[CH:31]=[CH:32][CH:33]=[C:27]([C:26]([F:25])([F:34])[F:35])[CH:28]=2)=[O:24])[C:15]2[C:16](=[CH:20][CH:21]=[CH:22][CH:23]=2)[C:17]1=[O:19]. (7) The product is: [Cl:1][C:2]1[C:9]([CH2:10][CH3:11])=[C:8]([N:19]2[CH2:20][CH2:21][C@H:17]([C:14]([OH:13])([CH3:16])[CH3:15])[C@@H:18]2[CH3:22])[CH:7]=[CH:6][C:3]=1[C:4]#[N:5]. Given the reactants [Cl:1][C:2]1[C:9]([CH2:10][CH3:11])=[C:8](F)[CH:7]=[CH:6][C:3]=1[C:4]#[N:5].[OH:13][C:14]([C@H:17]1[CH2:21][CH2:20][NH:19][C@H:18]1[CH3:22])([CH3:16])[CH3:15].C(=O)([O-])[O-].[Li+].[Li+], predict the reaction product.